Dataset: Catalyst prediction with 721,799 reactions and 888 catalyst types from USPTO. Task: Predict which catalyst facilitates the given reaction. (1) Reactant: [CH2:1]([C:9]1[O:10][C:11]2[CH:17]=[CH:16][C:15](Br)=[CH:14][C:12]=2[CH:13]=1)[CH2:2][CH2:3][CH2:4][CH2:5][CH2:6][CH2:7][CH3:8].C([Li])CCC.C[O:25][B:26](OC)[O:27]C.Cl. Product: [CH2:1]([C:9]1[O:10][C:11]2[CH:17]=[CH:16][C:15]([B:26]([OH:27])[OH:25])=[CH:14][C:12]=2[CH:13]=1)[CH2:2][CH2:3][CH2:4][CH2:5][CH2:6][CH2:7][CH3:8]. The catalyst class is: 392. (2) Product: [Cl:24][C:3]1[CH:2]=[CH:7][C:6]([S:8]([NH:11][C:12]2[CH:13]=[N:14][C:15]3[C:20]([CH:21]=2)=[CH:19][CH:18]=[CH:17][CH:16]=3)(=[O:9])=[O:10])=[C:5]([O:22][CH3:23])[CH:4]=1. The catalyst class is: 1. Reactant: Br[C:2]1[C:3]([Cl:24])=[CH:4][C:5]([O:22][CH3:23])=[C:6]([S:8]([NH:11][C:12]2[CH:13]=[N:14][C:15]3[C:20]([CH:21]=2)=[CH:19][CH:18]=[CH:17][CH:16]=3)(=[O:10])=[O:9])[CH:7]=1.[Li]CCCC. (3) Reactant: Cl[C:2]1[N:7]=[CH:6][N:5]=[C:4]([NH:8][C:9]2[CH:14]=[CH:13][C:12]([N:15]3[CH2:20][CH2:19][O:18][CH2:17][CH2:16]3)=[CH:11][CH:10]=2)[CH:3]=1.[CH:21]1([NH2:27])[CH2:26][CH2:25][CH2:24][CH2:23][CH2:22]1.CCN(C(C)C)C(C)C. Product: [CH:21]1([NH:27][C:2]2[CH:3]=[C:4]([NH:8][C:9]3[CH:14]=[CH:13][C:12]([N:15]4[CH2:20][CH2:19][O:18][CH2:17][CH2:16]4)=[CH:11][CH:10]=3)[N:5]=[CH:6][N:7]=2)[CH2:26][CH2:25][CH2:24][CH2:23][CH2:22]1. The catalyst class is: 114. (4) Reactant: [C:1]1([CH:7]2[CH2:11][CH2:10][NH:9][CH2:8]2)[CH:6]=[CH:5][CH:4]=[CH:3][CH:2]=1.[C:12]1([CH2:18][CH2:19][C:20](Cl)=[O:21])[CH:17]=[CH:16][CH:15]=[CH:14][CH:13]=1.C(N(CC)CC)C. Product: [C:12]1([CH2:18][CH2:19][C:20]([N:9]2[CH2:10][CH2:11][CH:7]([C:1]3[CH:6]=[CH:5][CH:4]=[CH:3][CH:2]=3)[CH2:8]2)=[O:21])[CH:17]=[CH:16][CH:15]=[CH:14][CH:13]=1. The catalyst class is: 4. (5) Reactant: [H-].[Na+].[Cl:3][C:4]1[CH:12]=[C:11]2[C:7]([CH:8]=[CH:9][NH:10]2)=[CH:6][CH:5]=1.[S:13](Cl)([C:16]1[CH:22]=[CH:21][C:19]([CH3:20])=[CH:18][CH:17]=1)(=[O:15])=[O:14]. Product: [Cl:3][C:4]1[CH:12]=[C:11]2[C:7]([CH:8]=[CH:9][N:10]2[S:13]([C:16]2[CH:22]=[CH:21][C:19]([CH3:20])=[CH:18][CH:17]=2)(=[O:15])=[O:14])=[CH:6][CH:5]=1. The catalyst class is: 1. (6) Reactant: [CH2:1]([N:8]1[C:16]2[C:11](=[CH:12][C:13]([OH:17])=[CH:14][CH:15]=2)[C:10]([C:18]([O:20]CC)=[O:19])=[C:9]1[CH3:23])[C:2]1[CH:7]=[CH:6][CH:5]=[CH:4][CH:3]=1.[OH-].[Na+]. Product: [CH2:1]([N:8]1[C:16]2[C:11](=[CH:12][C:13]([OH:17])=[CH:14][CH:15]=2)[C:10]([C:18]([OH:20])=[O:19])=[C:9]1[CH3:23])[C:2]1[CH:3]=[CH:4][CH:5]=[CH:6][CH:7]=1. The catalyst class is: 88. (7) Reactant: [O-]CC.[Na+].[CH2:5]([N:7]1[C:11]([CH:12]=O)=[CH:10][C:9]([N:14]([CH3:23])[S:15]([C:18]2[S:19][CH:20]=[CH:21][CH:22]=2)(=[O:17])=[O:16])=[CH:8]1)[CH3:6].[N:24]([CH2:27][C:28]([O:30][CH2:31][CH3:32])=[O:29])=[N+]=[N-].[Cl-].[NH4+]. Product: [CH2:5]([N:7]1[C:11]2[CH:12]=[C:27]([C:28]([O:30][CH2:31][CH3:32])=[O:29])[NH:24][C:10]=2[C:9]([N:14]([CH3:23])[S:15]([C:18]2[S:19][CH:20]=[CH:21][CH:22]=2)(=[O:17])=[O:16])=[CH:8]1)[CH3:6]. The catalyst class is: 8.